This data is from Full USPTO retrosynthesis dataset with 1.9M reactions from patents (1976-2016). The task is: Predict the reactants needed to synthesize the given product. (1) Given the product [CH3:48][N:31]([CH3:30])[C:32]1([C:42]2[CH:43]=[CH:44][CH:45]=[CH:46][CH:47]=2)[CH2:37][CH2:36][CH:35]([CH2:38][C:39]([NH:21][CH2:20][C:13]2[C:14]3[C:19](=[CH:18][CH:17]=[CH:16][CH:15]=3)[NH:11][CH:12]=2)=[O:40])[CH2:34][CH2:33]1, predict the reactants needed to synthesize it. The reactants are: ON1C2C=CC=CC=2N=N1.[NH:11]1[C:19]2[C:14](=[CH:15][CH:16]=[CH:17][CH:18]=2)[C:13]([CH2:20][NH2:21])=[CH:12]1.CN1CCOCC1.Cl.[CH3:30][N:31]([CH3:48])[C:32]1([C:42]2[CH:47]=[CH:46][CH:45]=[CH:44][CH:43]=2)[CH2:37][CH2:36][CH:35]([CH2:38][C:39](O)=[O:40])[CH2:34][CH2:33]1.C1(N=C=NC2CCCCC2)CCCCC1.[OH-].[Na+]. (2) Given the product [F:1][C:2]([F:12])([F:11])[C:3]1[N:4]=[C:5]([C:8]([NH2:15])=[O:9])[S:6][CH:7]=1, predict the reactants needed to synthesize it. The reactants are: [F:1][C:2]([F:12])([F:11])[C:3]1[N:4]=[C:5]([C:8](O)=[O:9])[S:6][CH:7]=1.C1N=C[N:15](C(N2C=NC=C2)=O)C=1.[NH4+].[OH-]. (3) Given the product [CH3:9][N:8]([CH3:10])[C:6]([C:5]1[CH:4]=[C:3]([CH2:2][S:14]([OH:17])(=[O:16])=[O:15])[CH:13]=[CH:12][CH:11]=1)=[O:7], predict the reactants needed to synthesize it. The reactants are: Cl[CH2:2][C:3]1[CH:4]=[C:5]([CH:11]=[CH:12][CH:13]=1)[C:6]([N:8]([CH3:10])[CH3:9])=[O:7].[S:14]([O-:17])([O-:16])=[O:15].[Na+].[Na+]. (4) Given the product [F:1][CH2:2][C@@H:3]([O:6][CH2:7][C:8]([C:10]1[CH:15]=[CH:14][CH:13]=[CH:12][C:11]=1[F:16])=[N:18][OH:19])[CH:4]=[CH2:5], predict the reactants needed to synthesize it. The reactants are: [F:1][CH2:2][C@@H:3]([O:6][CH2:7][C:8]([C:10]1[CH:15]=[CH:14][CH:13]=[CH:12][C:11]=1[F:16])=O)[CH:4]=[CH2:5].Cl.[NH2:18][OH:19].C([O-])(=O)C.[Na+]. (5) The reactants are: [CH3:1][C:2]([Si:17]([CH3:20])([CH3:19])[CH3:18])([O:4][C@@H:5]1[CH2:8][C@H:7]([NH:9][C:10](=[O:16])[O:11][C:12]([CH3:15])([CH3:14])[CH3:13])[CH2:6]1)[CH3:3].[H-].[Na+].I[CH3:24]. Given the product [CH3:24][N:9]([C@H:7]1[CH2:6][C@@H:5]([O:4][C:2]([CH3:1])([Si:17]([CH3:20])([CH3:19])[CH3:18])[CH3:3])[CH2:8]1)[C:10](=[O:16])[O:11][C:12]([CH3:13])([CH3:14])[CH3:15], predict the reactants needed to synthesize it. (6) Given the product [Br:1][C:2]1[C:3]([NH:29][CH2:28][CH2:27][NH:26][C:24](=[O:25])[O:23][C:19]([CH3:21])([CH3:20])[CH3:22])=[N:4][C:5]([Cl:8])=[N:6][CH:7]=1, predict the reactants needed to synthesize it. The reactants are: [Br:1][C:2]1[C:3](Cl)=[N:4][C:5]([Cl:8])=[N:6][CH:7]=1.CCN(C(C)C)C(C)C.[C:19]([O:23][C:24]([NH:26][CH2:27][CH2:28][NH2:29])=[O:25])([CH3:22])([CH3:21])[CH3:20]. (7) Given the product [O:1]1[CH:5]=[CH:4][CH:3]=[C:2]1[C:6]1[O:7][C:8]([CH3:27])=[C:9]([CH2:11][O:12][C:13]2[CH:18]=[CH:17][C:16]([CH2:19][C:20]([OH:22])=[O:21])=[CH:15][C:14]=2[O:25][CH3:26])[N:10]=1, predict the reactants needed to synthesize it. The reactants are: [O:1]1[CH:5]=[CH:4][CH:3]=[C:2]1[C:6]1[O:7][C:8]([CH3:27])=[C:9]([CH2:11][O:12][C:13]2[CH:18]=[CH:17][C:16]([CH2:19][C:20]([O:22]CC)=[O:21])=[CH:15][C:14]=2[O:25][CH3:26])[N:10]=1.Cl. (8) Given the product [CH3:1][O:2][C:3]([C:5]1[CH:9]=[C:8]([CH2:10][N:37]2[CH2:42][CH2:41][O:40][CH2:39][CH2:38]2)[O:7][N:6]=1)=[O:4], predict the reactants needed to synthesize it. The reactants are: [CH3:1][O:2][C:3]([C:5]1[CH:9]=[C:8]([CH3:10])[O:7][N:6]=1)=[O:4].BrN1C(=O)CCC1=O.C(OOC(=O)C1C=CC=CC=1)(=O)C1C=CC=CC=1.[NH:37]1[CH2:42][CH2:41][O:40][CH2:39][CH2:38]1. (9) Given the product [Cl:8][C:5]1[N:4]=[C:3]([O:9][CH3:10])[C:2]([N:14]2[CH2:13][CH2:12][N:11]([C:17]([O:19][C:20]([CH3:23])([CH3:22])[CH3:21])=[O:18])[CH2:16][CH2:15]2)=[CH:7][CH:6]=1, predict the reactants needed to synthesize it. The reactants are: Br[C:2]1[C:3]([O:9][CH3:10])=[N:4][C:5]([Cl:8])=[CH:6][CH:7]=1.[N:11]1([C:17]([O:19][C:20]([CH3:23])([CH3:22])[CH3:21])=[O:18])[CH2:16][CH2:15][NH:14][CH2:13][CH2:12]1.CC(C)([O-])C.[Na+].CC1(C)C2C(=C(P(C3C=CC=CC=3)C3C=CC=CC=3)C=CC=2)OC2C(P(C3C=CC=CC=3)C3C=CC=CC=3)=CC=CC1=2.